Dataset: TCR-epitope binding with 47,182 pairs between 192 epitopes and 23,139 TCRs. Task: Binary Classification. Given a T-cell receptor sequence (or CDR3 region) and an epitope sequence, predict whether binding occurs between them. The epitope is GLCTLVAML. The TCR CDR3 sequence is CSARGQGRDAAFF. Result: 1 (the TCR binds to the epitope).